Task: Predict which catalyst facilitates the given reaction.. Dataset: Catalyst prediction with 721,799 reactions and 888 catalyst types from USPTO (1) Reactant: [O:1]1[C:5]2[CH:6]=[CH:7][C:8](/[CH:10]=[CH:11]/[CH:12]=[CH:13]/[C:14]([OH:16])=O)=[CH:9][C:4]=2[O:3][CH2:2]1.C(N1C=CN=C1)(N1C=CN=C1)=O.[NH:29]1[CH2:33][CH2:32][CH2:31][C:30]1=O. Product: [O:1]1[C:5]2[CH:6]=[CH:7][C:8](/[CH:10]=[CH:11]/[CH:12]=[CH:13]/[C:14]([N:29]3[CH2:33][CH2:32][CH2:31][CH2:30]3)=[O:16])=[CH:9][C:4]=2[O:3][CH2:2]1. The catalyst class is: 1. (2) Reactant: Br[C:2]1[CH:7]=[CH:6][CH:5]=[CH:4][C:3]=1[O:8][CH3:9].[Mg].II.[Cl:13][C:14]1[CH:15]=[C:16]2[C:20](=[CH:21][C:22]=1[Cl:23])[NH:19][C:18](=[O:24])[C:17]2=[O:25]. Product: [Cl:13][C:14]1[CH:15]=[C:16]2[C:20](=[CH:21][C:22]=1[Cl:23])[NH:19][C:18](=[O:24])[C:17]2([OH:25])[C:2]1[CH:7]=[CH:6][CH:5]=[CH:4][C:3]=1[O:8][CH3:9]. The catalyst class is: 332. (3) Reactant: [NH2:1][C:2]1[C:11]2[C:6](=[CH:7][CH:8]=[CH:9][CH:10]=2)[CH:5]=[CH:4][N:3]=1.[Cl:12][C:13]1[S:14][C:15]([CH2:18]Cl)=[CH:16][N:17]=1. Product: [Cl:12][C:13]1[S:14][C:15]([CH2:18][NH:1][C:2]2[C:11]3[C:6](=[CH:7][CH:8]=[CH:9][CH:10]=3)[CH:5]=[CH:4][N:3]=2)=[CH:16][N:17]=1. The catalyst class is: 264. (4) Reactant: Br[C:2]1[S:6][C:5]([C:7]([NH:9][C:10]2[CH:15]=[CH:14][C:13]([O:16][CH3:17])=[C:12]([NH:18][C:19](=[O:27])[CH2:20][N:21]3[CH2:26][CH2:25][O:24][CH2:23][CH2:22]3)[CH:11]=2)=[O:8])=[CH:4][CH:3]=1.[CH3:28][O:29][C:30]1[CH:35]=[CH:34][C:33](B(O)O)=[CH:32][CH:31]=1.C(=O)([O-])[O-].[Na+].[Na+]. Product: [CH3:17][O:16][C:13]1[CH:14]=[CH:15][C:10]([NH:9][C:7]([C:5]2[S:6][C:2]([C:33]3[CH:34]=[CH:35][C:30]([O:29][CH3:28])=[CH:31][CH:32]=3)=[CH:3][CH:4]=2)=[O:8])=[CH:11][C:12]=1[NH:18][C:19](=[O:27])[CH2:20][N:21]1[CH2:26][CH2:25][O:24][CH2:23][CH2:22]1. The catalyst class is: 12. (5) Reactant: [OH:1][CH:2]1[CH2:7][CH2:6][CH:5]([NH:8][C:9](=[O:15])[O:10][C:11]([CH3:14])([CH3:13])[CH3:12])[CH2:4][CH2:3]1.CC(OI1(OC(C)=O)(OC(C)=O)OC(=O)C2C=CC=CC1=2)=O.[O-]S([O-])(=S)=O.[Na+].[Na+]. Product: [O:1]=[C:2]1[CH2:3][CH2:4][CH:5]([NH:8][C:9](=[O:15])[O:10][C:11]([CH3:13])([CH3:12])[CH3:14])[CH2:6][CH2:7]1. The catalyst class is: 2. (6) Reactant: [F:1][C:2]1[CH:7]=[CH:6][C:5]([C:8]2[C:12]3[CH2:13][N:14]([C:17](=[O:19])[CH3:18])[CH2:15][CH2:16][C:11]=3[NH:10][N:9]=2)=[CH:4][CH:3]=1.C(P(CCCC)CCCC)CCC.N(C(N1CCCCC1)=O)=NC(N1CCCCC1)=O.[C@@H:51]1(O)[C:59]2[C:54](=[CH:55][CH:56]=[CH:57][CH:58]=2)[CH2:53][CH2:52]1. Product: [F:1][C:2]1[CH:3]=[CH:4][C:5]([C:8]2[C:12]3[CH2:13][N:14]([C:17](=[O:19])[CH3:18])[CH2:15][CH2:16][C:11]=3[N:10]([C@H:51]3[C:59]4[C:54](=[CH:55][CH:56]=[CH:57][CH:58]=4)[CH2:53][CH2:52]3)[N:9]=2)=[CH:6][CH:7]=1. The catalyst class is: 11. (7) Reactant: [C:9](O[C:9]([O:11][C:12]([CH3:15])([CH3:14])[CH3:13])=[O:10])([O:11][C:12]([CH3:15])([CH3:14])[CH3:13])=[O:10].[CH2:16]([O:23][C:24]([NH:26][C@H:27]1[CH2:31][CH2:30][NH:29][CH2:28]1)=[O:25])[C:17]1[CH:22]=[CH:21][CH:20]=[CH:19][CH:18]=1. Product: [CH2:16]([O:23][C:24]([NH:26][C@H:27]1[CH2:31][CH2:30][N:29]([C:9]([O:11][C:12]([CH3:13])([CH3:14])[CH3:15])=[O:10])[CH2:28]1)=[O:25])[C:17]1[CH:18]=[CH:19][CH:20]=[CH:21][CH:22]=1. The catalyst class is: 12. (8) Reactant: [CH:1]1([N:7]2[C:11](=[O:12])[CH2:10][CH:9]([C:13](O)=[O:14])[CH2:8]2)[CH2:6][CH2:5][CH2:4][CH2:3][CH2:2]1.B.C1COCC1. Product: [CH:1]1([N:7]2[CH2:8][CH:9]([CH2:13][OH:14])[CH2:10][C:11]2=[O:12])[CH2:6][CH2:5][CH2:4][CH2:3][CH2:2]1. The catalyst class is: 2. (9) Reactant: [Cl:1][C:2]1[C:3]([O:12][C:13]2[CH:18]=[C:17]([O:19][CH2:20][CH2:21][O:22][CH3:23])[CH:16]=[CH:15][C:14]=2/[CH:24]=[CH:25]/[C:26](OCC)=[O:27])=[N:4][CH:5]=[C:6]([C:8]([F:11])([F:10])[F:9])[CH:7]=1.[H-].C([Al+]CC(C)C)C(C)C.[Cl-].[NH4+]. Product: [Cl:1][C:2]1[C:3]([O:12][C:13]2[CH:18]=[C:17]([O:19][CH2:20][CH2:21][O:22][CH3:23])[CH:16]=[CH:15][C:14]=2/[CH:24]=[CH:25]/[CH2:26][OH:27])=[N:4][CH:5]=[C:6]([C:8]([F:10])([F:9])[F:11])[CH:7]=1. The catalyst class is: 11. (10) The catalyst class is: 1. Product: [OH:13][B:12]1[C:2]2[CH:3]=[C:4]([C:5]#[N:6])[CH:7]=[CH:8][C:9]=2[CH2:10][O:11]1. Reactant: Br[C:2]1[CH:3]=[C:4]([CH:7]=[CH:8][C:9]=1[CH2:10][OH:11])[C:5]#[N:6].[B:12](OC(C)C)(OC(C)C)[O:13]C(C)C.N#N.[Li]CCCC.